This data is from Forward reaction prediction with 1.9M reactions from USPTO patents (1976-2016). The task is: Predict the product of the given reaction. (1) Given the reactants C[Sn](C)(C)[C:3]1[CH:4]=[N:5][CH:6]=[CH:7][CH:8]=1.[Br:11][C:12]1[N:13]=[CH:14][N:15]([CH2:18][O:19][CH2:20][CH2:21][Si:22]([CH3:25])([CH3:24])[CH3:23])[C:16]=1Br, predict the reaction product. The product is: [Br:11][C:12]1[N:13]=[CH:14][N:15]([CH2:18][O:19][CH2:20][CH2:21][Si:22]([CH3:25])([CH3:24])[CH3:23])[C:16]=1[C:3]1[CH:4]=[N:5][CH:6]=[CH:7][CH:8]=1. (2) Given the reactants [OH:1][C:2]1[CH:7]=[C:6]([CH3:8])[O:5][C:4](=[O:9])[C:3]=1[C:10](=O)/[CH:11]=[CH:12]/[C:13]1[CH:18]=[CH:17][C:16]([S:19][CH3:20])=[CH:15][C:14]=1[O:21][CH3:22].[NH2:24][CH2:25][CH2:26][SH:27], predict the reaction product. The product is: [OH:1][C:2]1[CH:7]=[C:6]([CH3:8])[O:5][C:4](=[O:9])[C:3]=1[C:10]1[CH2:11][CH:12]([C:13]2[CH:18]=[CH:17][C:16]([S:19][CH3:20])=[CH:15][C:14]=2[O:21][CH3:22])[S:27][CH2:26][CH2:25][N:24]=1. (3) Given the reactants [Si]([O:8][C@@H:9]1[C@@H:16]2[N:12]([N:13]=[C:14]([C:22]3[CH:29]=[CH:28][C:25]([C:26]#[N:27])=[C:24]([Cl:30])[C:23]=3[CH3:31])[C@H:15]2[O:17][CH2:18][CH:19]2[CH2:21][CH2:20]2)[CH2:11][CH2:10]1)(C(C)(C)C)(C)C.CCCC[N+](CCCC)(CCCC)CCCC.[F-], predict the reaction product. The product is: [Cl:30][C:24]1[C:23]([CH3:31])=[C:22]([C:14]2[C@@H:15]([O:17][CH2:18][CH:19]3[CH2:21][CH2:20]3)[C@@H:16]3[C@@H:9]([OH:8])[CH2:10][CH2:11][N:12]3[N:13]=2)[CH:29]=[CH:28][C:25]=1[C:26]#[N:27]. (4) Given the reactants [I:1][C:2]1[CH:3]=[C:4]2[C:8](=[CH:9][CH:10]=1)[NH:7][N:6]=[C:5]2[C:11]([N:13]([O:15][CH3:16])[CH3:14])=[O:12].CC1C=CC(S(O)(=O)=O)=CC=1.[O:28]1[CH:33]=[CH:32][CH2:31][CH2:30][CH2:29]1, predict the reaction product. The product is: [I:1][C:2]1[CH:3]=[C:4]2[C:8](=[CH:9][CH:10]=1)[N:7]([CH:29]1[CH2:30][CH2:31][CH2:32][CH2:33][O:28]1)[N:6]=[C:5]2[C:11]([N:13]([O:15][CH3:16])[CH3:14])=[O:12]. (5) Given the reactants [OH:1][C:2]1[CH:11]=[C:10]2[C:5]([C:6](=[O:18])[CH:7]=[C:8]([C:12]3[CH:17]=[CH:16][CH:15]=[CH:14][CH:13]=3)[O:9]2)=[CH:4][CH:3]=1.[CH2:19]([N:26]([CH2:30][C:31]#[CH:32])[CH2:27][CH2:28]O)[C:20]1[CH:25]=[CH:24][CH:23]=[CH:22][CH:21]=1.C1C=CC(P(C2C=CC=CC=2)C2C=CC=CC=2)=CC=1.CC(OC(/N=N/C(OC(C)C)=O)=O)C, predict the reaction product. The product is: [CH2:19]([N:26]([CH2:30][C:31]#[CH:32])[CH2:27][CH2:28][O:1][C:2]1[CH:11]=[C:10]2[C:5]([C:6](=[O:18])[CH:7]=[C:8]([C:12]3[CH:17]=[CH:16][CH:15]=[CH:14][CH:13]=3)[O:9]2)=[CH:4][CH:3]=1)[C:20]1[CH:25]=[CH:24][CH:23]=[CH:22][CH:21]=1.